Regression. Given a peptide amino acid sequence and an MHC pseudo amino acid sequence, predict their binding affinity value. This is MHC class II binding data. From a dataset of Peptide-MHC class II binding affinity with 134,281 pairs from IEDB. (1) The peptide sequence is EALIHQLKINPYVLS. The MHC is DRB4_0101 with pseudo-sequence DRB4_0103. The binding affinity (normalized) is 0.801. (2) The peptide sequence is YGRILHYLKAKEYSH. The MHC is DRB1_0701 with pseudo-sequence DRB1_0701. The binding affinity (normalized) is 0.371.